Dataset: Full USPTO retrosynthesis dataset with 1.9M reactions from patents (1976-2016). Task: Predict the reactants needed to synthesize the given product. (1) Given the product [Br:1][C:2]1[N:6]2[N:7]=[C:8]([NH:12][CH2:13][CH2:14][CH2:15][N:16]3[CH2:20][CH2:19][CH2:18][C:17]3=[O:21])[CH:9]=[CH:10][C:5]2=[N:4][CH:3]=1, predict the reactants needed to synthesize it. The reactants are: [Br:1][C:2]1[N:6]2[N:7]=[C:8](Cl)[CH:9]=[CH:10][C:5]2=[N:4][CH:3]=1.[NH2:12][CH2:13][CH2:14][CH2:15][N:16]1[CH2:20][CH2:19][CH2:18][C:17]1=[O:21].C(Cl)Cl.CO.[NH4+].[OH-]. (2) Given the product [CH2:3]([N:2]([CH3:1])[C:23](=[O:24])[C:22]1[CH:26]=[CH:27][CH:28]=[C:20]([N+:17]([O-:19])=[O:18])[CH:21]=1)[C:4]1[CH:9]=[CH:8][CH:7]=[CH:6][CH:5]=1, predict the reactants needed to synthesize it. The reactants are: [CH3:1][NH:2][CH2:3][C:4]1[CH:9]=[CH:8][CH:7]=[CH:6][CH:5]=1.C(N(CC)CC)C.[N+:17]([C:20]1[CH:21]=[C:22]([CH:26]=[CH:27][CH:28]=1)[C:23](Cl)=[O:24])([O-:19])=[O:18]. (3) Given the product [CH3:20][O:19][C:17]([NH:1][C:2]1([C:11]([OH:13])=[O:12])[CH2:3][C:4]2[C:9](=[CH:8][CH:7]=[CH:6][CH:5]=2)[CH2:10]1)=[O:18], predict the reactants needed to synthesize it. The reactants are: [NH2:1][C:2]1([C:11]([OH:13])=[O:12])[CH2:10][C:9]2[C:4](=[CH:5][CH:6]=[CH:7][CH:8]=2)[CH2:3]1.[OH-].[Na+].Cl[C:17]([O:19][CH3:20])=[O:18].